This data is from Full USPTO retrosynthesis dataset with 1.9M reactions from patents (1976-2016). The task is: Predict the reactants needed to synthesize the given product. (1) Given the product [O:44]=[C:38]1[CH:37]([N:29]2[C:28](=[O:45])[C:27]3[C:32](=[CH:33][CH:34]=[CH:35][C:26]=3[CH2:25][NH:24][C:7](=[O:9])[C:3]3[CH:4]=[CH:5][CH:6]=[C:1]([CH3:10])[CH:2]=3)[N:31]=[C:30]2[CH3:36])[CH2:42][CH2:41][C:40](=[O:43])[NH:39]1, predict the reactants needed to synthesize it. The reactants are: [C:1]1([CH3:10])[CH:6]=[CH:5][CH:4]=[C:3]([C:7]([OH:9])=O)[CH:2]=1.C(N1C=CN=C1)(N1C=CN=C1)=O.Cl.[NH2:24][CH2:25][C:26]1[CH:35]=[CH:34][CH:33]=[C:32]2[C:27]=1[C:28](=[O:45])[N:29]([CH:37]1[CH2:42][CH2:41][C:40](=[O:43])[NH:39][C:38]1=[O:44])[C:30]([CH3:36])=[N:31]2. (2) The reactants are: [C:1](Cl)(=[O:5])[CH:2]([CH3:4])[CH3:3].[NH:7]1[C:16](=[O:17])[C:15]2[NH:14][CH:13]=[N:12][C:11]=2[N:10]=[C:8]1[NH2:9]. Given the product [C:1]([NH:9][C:8]1[NH:7][C:16](=[O:17])[C:15]2[NH:14][CH:13]=[N:12][C:11]=2[N:10]=1)(=[O:5])[CH:2]([CH3:4])[CH3:3], predict the reactants needed to synthesize it. (3) Given the product [CH2:1]([C:3]1[CH:4]=[CH:5][C:6]([C:9]2[C:10]([CH2:14][OH:15])=[CH:11][S:12][CH:13]=2)=[CH:7][CH:8]=1)[CH3:2], predict the reactants needed to synthesize it. The reactants are: [CH2:1]([C:3]1[CH:8]=[CH:7][C:6]([C:9]2[C:10]([CH:14]=[O:15])=[CH:11][S:12][CH:13]=2)=[CH:5][CH:4]=1)[CH3:2].[BH4-].[Na+]. (4) The reactants are: [CH2:1]([C:8]1[C:9]([NH:21][CH:22]([CH2:26][CH2:27][CH2:28][CH3:29])[C:23](O)=[O:24])=[N:10][CH:11]=[C:12]([C:14]2[CH:19]=[CH:18][C:17]([OH:20])=[CH:16][CH:15]=2)[N:13]=1)[C:2]1[CH:7]=[CH:6][CH:5]=[CH:4][CH:3]=1.N1C=CC=CC=1.C1(N=C=NC2CCCCC2)CCCCC1. Given the product [CH2:1]([C:8]1[NH:13][C:12]([C:14]2[CH:19]=[CH:18][C:17]([OH:20])=[CH:16][CH:15]=2)=[CH:11][N:10]2[C:23](=[O:24])[C:22]([CH2:26][CH2:27][CH2:28][CH3:29])=[N:21][C:9]=12)[C:2]1[CH:7]=[CH:6][CH:5]=[CH:4][CH:3]=1, predict the reactants needed to synthesize it. (5) Given the product [CH:13]1([C:9]2[CH:8]=[C:7]([C:16]([O:18][CH3:19])=[O:17])[C:6](=[O:20])[N:5]3[C:10]=2[C:11]([CH3:12])=[C:2]([C:26]2[CH:27]=[CH:28][C:23]([N:22]([CH3:32])[CH3:21])=[CH:24][CH:25]=2)[CH:3]=[CH:4]3)[CH2:15][CH2:14]1, predict the reactants needed to synthesize it. The reactants are: Cl[C:2]1[CH:3]=[CH:4][N:5]2[C:10]([C:11]=1[CH3:12])=[C:9]([CH:13]1[CH2:15][CH2:14]1)[CH:8]=[C:7]([C:16]([O:18][CH3:19])=[O:17])[C:6]2=[O:20].[CH3:21][N:22]([CH3:32])[C:23]1[CH:28]=[CH:27][C:26](B(O)O)=[CH:25][CH:24]=1. (6) Given the product [NH2:1][C:2]1[C:11]2[CH:10]=[CH:9][CH:8]=[C:7]([C:21]3[CH:22]=[CH:23][CH:24]=[C:25]([O:26][CH3:27])[C:20]=3[F:19])[C:6]=2[N:5]=[C:4]2[CH2:13][N:14]([CH2:17][CH3:18])[C:15](=[O:16])[C:3]=12, predict the reactants needed to synthesize it. The reactants are: [NH2:1][C:2]1[C:11]2[CH:10]=[CH:9][CH:8]=[C:7](Br)[C:6]=2[N:5]=[C:4]2[CH2:13][N:14]([CH2:17][CH3:18])[C:15](=[O:16])[C:3]=12.[F:19][C:20]1[C:25]([O:26][CH3:27])=[CH:24][CH:23]=[CH:22][C:21]=1B(O)O.